Dataset: Forward reaction prediction with 1.9M reactions from USPTO patents (1976-2016). Task: Predict the product of the given reaction. (1) The product is: [C:8]([C:7]1[C:2]2[N:1]=[N:38][N:36]([CH3:37])[C:3]=2[CH:4]=[C:5]([C:10]2[CH:15]=[C:14]([C:16]([F:17])([F:19])[F:18])[C:13]([O:20][CH2:21][CH2:22][CH:23]3[CH2:28][CH2:27][N:26]([C:29]([O:31][C:32]([CH3:34])([CH3:33])[CH3:35])=[O:30])[CH2:25][CH2:24]3)=[N:12][CH:11]=2)[N:6]=1)#[N:9]. Given the reactants [NH2:1][C:2]1[C:3]([NH:36][CH3:37])=[CH:4][C:5]([C:10]2[CH:11]=[N:12][C:13]([O:20][CH2:21][CH2:22][CH:23]3[CH2:28][CH2:27][N:26]([C:29]([O:31][C:32]([CH3:35])([CH3:34])[CH3:33])=[O:30])[CH2:25][CH2:24]3)=[C:14]([C:16]([F:19])([F:18])[F:17])[CH:15]=2)=[N:6][C:7]=1[C:8]#[N:9].[N:38]([O-])=O.[Na+], predict the reaction product. (2) Given the reactants [CH2:1]([O:8][C:9]([N:11]1[CH2:15][CH:14]2[CH2:16][S:17][CH2:18][CH:13]2[CH2:12]1)=[O:10])[C:2]1[CH:7]=[CH:6][CH:5]=[CH:4][CH:3]=1.I([O-])(=O)(=O)=[O:20].[Na+], predict the reaction product. The product is: [CH2:1]([O:8][C:9]([N:11]1[CH2:12][CH:13]2[CH2:18][S:17](=[O:20])[CH2:16][CH:14]2[CH2:15]1)=[O:10])[C:2]1[CH:3]=[CH:4][CH:5]=[CH:6][CH:7]=1. (3) Given the reactants [C:1](=O)(OC(Cl)(Cl)Cl)[O:2]C(Cl)(Cl)Cl.[CH3:13][N:14]1[CH2:19][CH2:18][CH:17]([NH2:20])[CH2:16][CH2:15]1.[O:21]1[C:25]2[CH:26]=[CH:27][CH:28]=[CH:29][C:24]=2[CH:23]([NH:30][C:31]2[CH:40]=[CH:39][C:38]3[C:33](=[CH:34][CH:35]=[C:36]([NH2:41])[CH:37]=3)[N:32]=2)[CH2:22]1, predict the reaction product. The product is: [O:21]1[C:25]2[CH:26]=[CH:27][CH:28]=[CH:29][C:24]=2[CH:23]([NH:30][C:31]2[CH:40]=[CH:39][C:38]3[C:33](=[CH:34][CH:35]=[C:36]([NH:41][C:1]([NH:20][CH:17]4[CH2:18][CH2:19][N:14]([CH3:13])[CH2:15][CH2:16]4)=[O:2])[CH:37]=3)[N:32]=2)[CH2:22]1. (4) The product is: [C:1]([C:3]([C:8]1[CH:13]=[CH:12][CH:11]=[CH:10][CH:9]=1)=[CH:4][NH:5][N:6]([CH3:7])[C:28]([C:25]1[S:24][N:23]=[C:22]([Cl:21])[C:26]=1[Cl:27])=[O:29])#[N:2]. Given the reactants [C:1]([C:3]([C:8]1[CH:13]=[CH:12][CH:11]=[CH:10][CH:9]=1)=[CH:4][NH:5][NH:6][CH3:7])#[N:2].C(N(CC)CC)C.[Cl:21][C:22]1[C:26]([Cl:27])=[C:25]([C:28](Cl)=[O:29])[S:24][N:23]=1, predict the reaction product. (5) The product is: [CH2:17]([S:24][C:25]1[N:30]=[C:29]([NH:3][S:4]([N:7]2[CH2:16][CH2:15][CH2:14][C@@H:8]2[C:9]([N:11]([CH3:13])[CH3:12])=[O:10])(=[O:6])=[O:5])[CH:28]=[C:27]([Cl:40])[N:26]=1)[C:18]1[CH:23]=[CH:22][CH:21]=[CH:20][CH:19]=1. Given the reactants [H-].[Na+].[NH2:3][S:4]([N:7]1[CH2:16][CH2:15][CH2:14][C@@H:8]1[C:9]([N:11]([CH3:13])[CH3:12])=[O:10])(=[O:6])=[O:5].[CH2:17]([S:24][C:25]1[N:30]=[C:29](NS(C)(=O)=O)[CH:28]=[C:27](NCCO)[N:26]=1)[C:18]1[CH:23]=[CH:22][CH:21]=[CH:20][CH:19]=1.[ClH:40], predict the reaction product. (6) Given the reactants [C:1]([O:5][C:6]([N:8]1[CH2:13][CH2:12][N:11]([C:14]2[CH:22]=[CH:21][C:17]([C:18]([OH:20])=O)=[C:16]([O:23][CH3:24])[N:15]=2)[CH2:10][CH2:9]1)=[O:7])([CH3:4])([CH3:3])[CH3:2].Cl.[F:26][C:27]1[C:28]2[N:29]([CH:34]=[C:35]([CH3:37])[N:36]=2)[CH:30]=[C:31]([NH2:33])[CH:32]=1.F[B-](F)(F)F.N1(OC(N(C)C)=[N+](C)C)C2C=CC=CC=2N=N1.C(N(CC)CC)C, predict the reaction product. The product is: [F:26][C:27]1[C:28]2[N:29]([CH:34]=[C:35]([CH3:37])[N:36]=2)[CH:30]=[C:31]([NH:33][C:18]([C:17]2[CH:21]=[CH:22][C:14]([N:11]3[CH2:12][CH2:13][N:8]([C:6]([O:5][C:1]([CH3:3])([CH3:2])[CH3:4])=[O:7])[CH2:9][CH2:10]3)=[N:15][C:16]=2[O:23][CH3:24])=[O:20])[CH:32]=1. (7) Given the reactants ClC[C:3]([NH2:5])=O.[CH3:6][NH:7][C:8](=O)[CH2:9][C:10]1[CH:15]=[CH:14][CH:13]=[CH:12][CH:11]=1.Cl.O1CCC[CH2:19]1, predict the reaction product. The product is: [C:10]1([CH:9]2[NH:5][CH2:3][CH2:6][N:7]([CH3:19])[CH2:8]2)[CH:15]=[CH:14][CH:13]=[CH:12][CH:11]=1. (8) Given the reactants [F:1][C:2]1[CH:32]=[CH:31][C:5]([CH2:6][NH:7][C:8]([C:10]2[N:11]=[C:12]3[N:17]([C:18](=[O:28])[C:19]=2[O:20][CH2:21][C:22]2[CH:27]=[CH:26][CH:25]=[CH:24][CH:23]=2)[CH2:16][CH2:15][O:14][C:13]3([CH3:30])[CH3:29])=[O:9])=[C:4]([C:33]#[C:34][CH2:35][OH:36])[CH:3]=1.C(N(CC)CC)C.[CH3:44][S:45](Cl)(=[O:47])=[O:46], predict the reaction product. The product is: [CH3:44][S:45]([O:36][CH2:35][C:34]#[C:33][C:4]1[CH:3]=[C:2]([F:1])[CH:32]=[CH:31][C:5]=1[CH2:6][NH:7][C:8]([C:10]1[N:11]=[C:12]2[N:17]([C:18](=[O:28])[C:19]=1[O:20][CH2:21][C:22]1[CH:27]=[CH:26][CH:25]=[CH:24][CH:23]=1)[CH2:16][CH2:15][O:14][C:13]2([CH3:30])[CH3:29])=[O:9])(=[O:47])=[O:46]. (9) Given the reactants [OH:1][CH2:2][CH2:3][CH2:4][N:5]1[N:14]=[CH:13][C:12]2[C:7](=[CH:8][C:9]([C:15]3[CH:20]=[CH:19][C:18]([O:21][C:22]([F:25])([F:24])[F:23])=[CH:17][CH:16]=3)=[CH:10][CH:11]=2)[C:6]1=[O:26].C([O-])([O-])=O.[Cs+].[Cs+].F[C:34]1[CH:39]=[CH:38][CH:37]=[CH:36][N:35]=1, predict the reaction product. The product is: [N:35]1[CH:36]=[CH:37][CH:38]=[CH:39][C:34]=1[O:1][CH2:2][CH2:3][CH2:4][N:5]1[N:14]=[CH:13][C:12]2[C:7](=[CH:8][C:9]([C:15]3[CH:16]=[CH:17][C:18]([O:21][C:22]([F:25])([F:23])[F:24])=[CH:19][CH:20]=3)=[CH:10][CH:11]=2)[C:6]1=[O:26].